Dataset: Full USPTO retrosynthesis dataset with 1.9M reactions from patents (1976-2016). Task: Predict the reactants needed to synthesize the given product. (1) Given the product [CH3:1][O:2][C:3]1[CH:12]=[CH:11][C:10]([S:13]([CH3:15])=[O:14])=[CH:9][C:4]=1[C:5]([OH:7])=[O:6], predict the reactants needed to synthesize it. The reactants are: [CH3:1][O:2][C:3]1[CH:12]=[CH:11][C:10]([S:13]([CH3:15])=[O:14])=[CH:9][C:4]=1[C:5]([O:7]C)=[O:6].[OH-].[K+].Cl. (2) Given the product [OH:19][C:16]([CH3:18])([CH3:17])[CH2:15][CH2:14][N:13]([CH2:12][CH:10]1[CH2:11][NH:8][CH2:9]1)[CH2:20][C:21]1[CH:26]=[CH:25][C:24]([Cl:27])=[CH:23][C:22]=1[Cl:28], predict the reactants needed to synthesize it. The reactants are: C(OC([N:8]1[CH2:11][CH:10]([CH2:12][N:13]([CH2:20][C:21]2[CH:26]=[CH:25][C:24]([Cl:27])=[CH:23][C:22]=2[Cl:28])[CH2:14][CH2:15][C:16]([OH:19])([CH3:18])[CH3:17])[CH2:9]1)=O)(C)(C)C.C1(OC)C=CC=CC=1.FC(F)(F)C(O)=O. (3) The reactants are: Br[C:2]1[CH:7]=[CH:6][C:5]([C:8]2[N:12]([CH2:13][C@@H:14]3[CH2:18][CH2:17][N:16]([C:19]([CH:21]4[CH2:23][CH2:22]4)=[O:20])[CH2:15]3)[C:11](=[O:24])[C:10]3([CH2:28][CH2:27][CH2:26][CH2:25]3)[N:9]=2)=[CH:4][CH:3]=1.[O:29]1[C:33]2[CH:34]=[CH:35][C:36](B(O)O)=[CH:37][C:32]=2[CH:31]=[CH:30]1. Given the product [O:29]1[C:33]2[CH:34]=[CH:35][C:36]([C:2]3[CH:7]=[CH:6][C:5]([C:8]4[N:12]([CH2:13][C@@H:14]5[CH2:18][CH2:17][N:16]([C:19]([CH:21]6[CH2:22][CH2:23]6)=[O:20])[CH2:15]5)[C:11](=[O:24])[C:10]5([CH2:25][CH2:26][CH2:27][CH2:28]5)[N:9]=4)=[CH:4][CH:3]=3)=[CH:37][C:32]=2[CH:31]=[CH:30]1, predict the reactants needed to synthesize it. (4) The reactants are: [NH2:1][C:2]1[CH:23]=[CH:22][C:5]([O:6][C:7]2[C:12]([C:13]3[CH2:18][CH2:17][N:16]([C:19](=[O:21])[CH3:20])[CH2:15][CH:14]=3)=[CH:11][CH:10]=[CH:9][N:8]=2)=[CH:4][CH:3]=1. Given the product [NH2:1][C:2]1[CH:3]=[CH:4][C:5]([O:6][C:7]2[C:12]([CH:13]3[CH2:18][CH2:17][N:16]([C:19](=[O:21])[CH3:20])[CH2:15][CH2:14]3)=[CH:11][CH:10]=[CH:9][N:8]=2)=[CH:22][CH:23]=1, predict the reactants needed to synthesize it.